This data is from Reaction yield outcomes from USPTO patents with 853,638 reactions. The task is: Predict the reaction yield, written as a fraction of the theoretical maximum amount of product (1.0 means a 100% yield; for example, 0.34 means a 34% yield). The reactants are [CH2:1]([NH:3][C:4]1[C:9]([N+:10]([O-])=O)=[CH:8][N:7]=[CH:6][C:5]=1[Br:13])[CH3:2].O.O.[Sn](Cl)[Cl:17].CCOC(C)=O.[OH-].[Na+]. The catalyst is Cl. The product is [Br:13][C:5]1[C:4]([NH:3][CH2:1][CH3:2])=[C:9]([NH2:10])[C:8]([Cl:17])=[N:7][CH:6]=1. The yield is 0.800.